Dataset: Reaction yield outcomes from USPTO patents with 853,638 reactions. Task: Predict the reaction yield, written as a fraction of the theoretical maximum amount of product (1.0 means a 100% yield; for example, 0.34 means a 34% yield). (1) The reactants are [S:1]1[C:5]2[CH:6]=[C:7]([NH:10][C:11]([NH:13][C:14]([CH3:18])([CH3:17])[CH2:15]Cl)=[O:12])[CH:8]=[CH:9][C:4]=2[N:3]=[CH:2]1.[H-].[Na+].CO. The catalyst is C1COCC1.C(Cl)(Cl)Cl. The product is [S:1]1[C:5]2[CH:6]=[C:7]([N:10]3[CH2:15][C:14]([CH3:18])([CH3:17])[NH:13][C:11]3=[O:12])[CH:8]=[CH:9][C:4]=2[N:3]=[CH:2]1. The yield is 0.773. (2) The reactants are C([O:3][C:4]([C:6]12[CH2:23][CH:22]1[CH:21]=[CH:20][CH2:19][CH2:18][CH2:17][CH2:16][N:15]([CH3:24])[C:14](=[O:25])[CH:13]1[CH:9]([CH2:10][CH:11]([O:26][C:27]3[CH:32]=[C:31]([C:33]4[CH:38]=[CH:37][C:36]([O:39][CH3:40])=[CH:35][CH:34]=4)[N:30]=[C:29]([O:41][CH3:42])[N:28]=3)[CH2:12]1)[C:8](=[O:43])[NH:7]2)=[O:5])C.[Li+].[OH-]. The catalyst is C1COCC1.CO. The product is [CH3:42][O:41][C:29]1[N:28]=[C:27]([O:26][CH:11]2[CH2:10][CH:9]3[CH:13]([C:14](=[O:25])[N:15]([CH3:24])[CH2:16][CH2:17][CH2:18][CH2:19][CH:20]=[CH:21][CH:22]4[C:6]([C:4]([OH:5])=[O:3])([NH:7][C:8]3=[O:43])[CH2:23]4)[CH2:12]2)[CH:32]=[C:31]([C:33]2[CH:34]=[CH:35][C:36]([O:39][CH3:40])=[CH:37][CH:38]=2)[N:30]=1. The yield is 0.770. (3) The reactants are Cl[C:2]1[C:11]([C:12]([OH:14])=[O:13])=[CH:10][C:9]2[C:4](=[CH:5][CH:6]=[C:7]([Cl:15])[CH:8]=2)[N:3]=1.[CH3:16][N:17]1[C:31]2[C:26](=[CH:27][CH:28]=[CH:29][CH:30]=2)[C:19]([CH2:20][C@@H:21]([C:23]([OH:25])=[O:24])[NH2:22])=[CH:18]1. No catalyst specified. The product is [C:23]([C@@H:21]([NH:22][C:2]1[C:11]([C:12]([OH:14])=[O:13])=[CH:10][C:9]2[C:4](=[CH:5][CH:6]=[C:7]([Cl:15])[CH:8]=2)[N:3]=1)[CH2:20][C:19]1[C:26]2[C:31](=[CH:30][CH:29]=[CH:28][CH:27]=2)[N:17]([CH3:16])[CH:18]=1)([OH:25])=[O:24]. The yield is 0.210. (4) The reactants are [Br:1][C:2]1[CH:3]=[CH:4][C:5]2[O:6][CH2:7][C:8](=O)[NH:9][C:10]=2[N:11]=1.BrC1N=C([N+]([O-])=O)C(OCCBr)=CC=1.C([O-])([O-])=O.[K+].[K+]. The catalyst is C(O)(=O)C.CCOC(C)=O.[Fe]. The product is [Br:1][C:2]1[CH:3]=[CH:4][C:5]2[O:6][CH2:7][CH2:8][NH:9][C:10]=2[N:11]=1. The yield is 0.500. (5) The reactants are Cl.[NH2:2][C:3]1[C:4](=[O:11])[N:5]([CH3:10])[CH:6]=[CH:7][C:8]=1[OH:9].Cl[CH2:13][C:14](Cl)=[O:15].N1C=CC=CC=1.OS([O-])(=O)=O.[K+].C(=O)([O-])[O-].[Cs+].[Cs+]. The catalyst is C(Cl)Cl.CC(=O)OCC.C(O)(C)C.O. The product is [CH3:10][N:5]1[CH:6]=[CH:7][C:8]2[O:9][CH2:13][C:14](=[O:15])[NH:2][C:3]=2[C:4]1=[O:11]. The yield is 0.247. (6) The reactants are [CH:1]1([C:4]([C:6]2[CH:7]=[N:8][C:9]3[C:14]([C:15]=2[NH:16][C@@H:17]2[CH2:22][CH2:21][C@H:20]([NH:23]C(=O)OC(C)(C)C)[CH2:19][CH2:18]2)=[CH:13][C:12]([C:31]2[CH:36]=[C:35]([F:37])[C:34]([OH:38])=[C:33]([F:39])[CH:32]=2)=[CH:11][CH:10]=3)=[O:5])[CH2:3][CH2:2]1.C(O)(C(F)(F)F)=O. No catalyst specified. The product is [NH2:23][C@@H:20]1[CH2:21][CH2:22][C@H:17]([NH:16][C:15]2[C:14]3[C:9](=[CH:10][CH:11]=[C:12]([C:31]4[CH:32]=[C:33]([F:39])[C:34]([OH:38])=[C:35]([F:37])[CH:36]=4)[CH:13]=3)[N:8]=[CH:7][C:6]=2[C:4]([CH:1]2[CH2:2][CH2:3]2)=[O:5])[CH2:18][CH2:19]1. The yield is 0.520. (7) The catalyst is [I-].C([N+](CCCC)(CCCC)CCCC)CCC.CS(C)=O.ClCCl. The product is [C:35]([O:34][C:32]([N:13]1[CH2:14][CH2:15][N:16]([C:2]2[CH:7]=[N:6][C:5]([N+:8]([O-:10])=[O:9])=[CH:4][CH:3]=2)[CH2:17][C:12]1([CH3:18])[CH3:11])=[O:33])([CH3:38])([CH3:37])[CH3:36]. The yield is 0.842. The reactants are Br[C:2]1[CH:3]=[CH:4][C:5]([N+:8]([O-:10])=[O:9])=[N:6][CH:7]=1.[CH3:11][C:12]1([CH3:18])[CH2:17][NH:16][CH2:15][CH2:14][NH:13]1.C(=O)([O-])[O-].[K+].[K+].C(N(CC)CC)C.[C:32](O[C:32]([O:34][C:35]([CH3:38])([CH3:37])[CH3:36])=[O:33])([O:34][C:35]([CH3:38])([CH3:37])[CH3:36])=[O:33]. (8) The reactants are [Cl:1][C:2]1[CH:7]=[CH:6][C:5]([S:8]([NH:11][C@H:12]([CH2:15][C:16]2[CH:21]=[CH:20][CH:19]=[CH:18][CH:17]=2)[CH2:13][OH:14])(=[O:10])=[O:9])=[CH:4][CH:3]=1.[CH3:22][O:23][C:24](=[O:33])[C:25]1[CH:30]=[CH:29][C:28]([CH2:31]Br)=[CH:27][CH:26]=1. No catalyst specified. The product is [Cl:1][C:2]1[CH:7]=[CH:6][C:5]([S:8]([N:11]([CH2:31][C:28]2[CH:29]=[CH:30][C:25]([C:24]([O:23][CH3:22])=[O:33])=[CH:26][CH:27]=2)[C@H:12]([CH2:15][C:16]2[CH:17]=[CH:18][CH:19]=[CH:20][CH:21]=2)[CH2:13][OH:14])(=[O:9])=[O:10])=[CH:4][CH:3]=1. The yield is 0.782. (9) The reactants are [H-].[Na+].[CH3:3][O:4][C:5](=[O:10])[CH2:6][C:7]([CH3:9])=[O:8].C([Li])CCC.Cl[CH2:17][O:18][CH2:19][C:20]1[CH:25]=[CH:24][CH:23]=[CH:22][CH:21]=1. The catalyst is C1COCC1.Cl.C(Cl)Cl. The product is [CH3:3][O:4][C:5](=[O:10])[CH2:6][C:7](=[O:8])[CH2:9][CH2:17][O:18][CH2:19][C:20]1[CH:25]=[CH:24][CH:23]=[CH:22][CH:21]=1. The yield is 0.560.